Dataset: NCI-60 drug combinations with 297,098 pairs across 59 cell lines. Task: Regression. Given two drug SMILES strings and cell line genomic features, predict the synergy score measuring deviation from expected non-interaction effect. (1) Drug 1: C1CC(=O)NC(=O)C1N2CC3=C(C2=O)C=CC=C3N. Drug 2: CC12CCC3C(C1CCC2O)C(CC4=C3C=CC(=C4)O)CCCCCCCCCS(=O)CCCC(C(F)(F)F)(F)F. Cell line: SK-MEL-2. Synergy scores: CSS=-5.16, Synergy_ZIP=-1.14, Synergy_Bliss=-8.37, Synergy_Loewe=-8.48, Synergy_HSA=-8.72. (2) Drug 1: CCC1=CC2CC(C3=C(CN(C2)C1)C4=CC=CC=C4N3)(C5=C(C=C6C(=C5)C78CCN9C7C(C=CC9)(C(C(C8N6C)(C(=O)OC)O)OC(=O)C)CC)OC)C(=O)OC. Drug 2: C1CC(C1)(C2=CC=C(C=C2)C3=C(C=C4C(=N3)C=CN5C4=NNC5=O)C6=CC=CC=C6)N. Cell line: OVCAR3. Synergy scores: CSS=71.1, Synergy_ZIP=-0.975, Synergy_Bliss=-2.30, Synergy_Loewe=-1.61, Synergy_HSA=1.33. (3) Drug 1: CC1=CC2C(CCC3(C2CCC3(C(=O)C)OC(=O)C)C)C4(C1=CC(=O)CC4)C. Drug 2: C1=NC(=NC(=O)N1C2C(C(C(O2)CO)O)O)N. Cell line: T-47D. Synergy scores: CSS=5.53, Synergy_ZIP=-3.58, Synergy_Bliss=-2.07, Synergy_Loewe=-4.25, Synergy_HSA=-4.15. (4) Drug 1: CC1CCC2CC(C(=CC=CC=CC(CC(C(=O)C(C(C(=CC(C(=O)CC(OC(=O)C3CCCCN3C(=O)C(=O)C1(O2)O)C(C)CC4CCC(C(C4)OC)O)C)C)O)OC)C)C)C)OC. Drug 2: CN(C(=O)NC(C=O)C(C(C(CO)O)O)O)N=O. Cell line: TK-10. Synergy scores: CSS=13.0, Synergy_ZIP=-2.43, Synergy_Bliss=4.43, Synergy_Loewe=-14.2, Synergy_HSA=-1.37. (5) Drug 1: CC1CCC2CC(C(=CC=CC=CC(CC(C(=O)C(C(C(=CC(C(=O)CC(OC(=O)C3CCCCN3C(=O)C(=O)C1(O2)O)C(C)CC4CCC(C(C4)OC)O)C)C)O)OC)C)C)C)OC. Drug 2: CCC1(CC2CC(C3=C(CCN(C2)C1)C4=CC=CC=C4N3)(C5=C(C=C6C(=C5)C78CCN9C7C(C=CC9)(C(C(C8N6C)(C(=O)OC)O)OC(=O)C)CC)OC)C(=O)OC)O.OS(=O)(=O)O. Cell line: UACC-257. Synergy scores: CSS=1.83, Synergy_ZIP=-0.499, Synergy_Bliss=-0.439, Synergy_Loewe=0.317, Synergy_HSA=0.105. (6) Drug 1: C1CCN(CC1)CCOC2=CC=C(C=C2)C(=O)C3=C(SC4=C3C=CC(=C4)O)C5=CC=C(C=C5)O. Drug 2: C1=CC(=CC=C1CC(C(=O)O)N)N(CCCl)CCCl.Cl. Cell line: ACHN. Synergy scores: CSS=52.0, Synergy_ZIP=-0.0920, Synergy_Bliss=0.774, Synergy_Loewe=-1.67, Synergy_HSA=0.837.